Dataset: NCI-60 drug combinations with 297,098 pairs across 59 cell lines. Task: Regression. Given two drug SMILES strings and cell line genomic features, predict the synergy score measuring deviation from expected non-interaction effect. (1) Drug 1: C1=NNC2=C1C(=O)NC=N2. Drug 2: N.N.Cl[Pt+2]Cl. Cell line: IGROV1. Synergy scores: CSS=67.4, Synergy_ZIP=0.00663, Synergy_Bliss=1.75, Synergy_Loewe=-10.7, Synergy_HSA=3.38. (2) Drug 1: C1=CC(=CC=C1CCC2=CNC3=C2C(=O)NC(=N3)N)C(=O)NC(CCC(=O)O)C(=O)O. Drug 2: C1CNP(=O)(OC1)N(CCCl)CCCl. Cell line: T-47D. Synergy scores: CSS=2.84, Synergy_ZIP=-2.24, Synergy_Bliss=-2.12, Synergy_Loewe=-2.64, Synergy_HSA=-0.492. (3) Drug 1: CCC1=C2CN3C(=CC4=C(C3=O)COC(=O)C4(CC)O)C2=NC5=C1C=C(C=C5)O. Drug 2: C(CN)CNCCSP(=O)(O)O. Cell line: NCI-H322M. Synergy scores: CSS=0.615, Synergy_ZIP=-0.683, Synergy_Bliss=-2.01, Synergy_Loewe=-8.64, Synergy_HSA=-4.54. (4) Drug 1: CNC(=O)C1=NC=CC(=C1)OC2=CC=C(C=C2)NC(=O)NC3=CC(=C(C=C3)Cl)C(F)(F)F. Drug 2: C1C(C(OC1N2C=NC(=NC2=O)N)CO)O. Cell line: M14. Synergy scores: CSS=14.1, Synergy_ZIP=-3.93, Synergy_Bliss=1.16, Synergy_Loewe=2.28, Synergy_HSA=2.68. (5) Drug 1: C1CCN(CC1)CCOC2=CC=C(C=C2)C(=O)C3=C(SC4=C3C=CC(=C4)O)C5=CC=C(C=C5)O. Drug 2: C1=NC2=C(N1)C(=S)N=C(N2)N. Cell line: HS 578T. Synergy scores: CSS=25.4, Synergy_ZIP=1.18, Synergy_Bliss=-0.716, Synergy_Loewe=-11.9, Synergy_HSA=-4.37. (6) Drug 1: CC12CCC3C(C1CCC2=O)CC(=C)C4=CC(=O)C=CC34C. Drug 2: CC1=C(C=C(C=C1)C(=O)NC2=CC(=CC(=C2)C(F)(F)F)N3C=C(N=C3)C)NC4=NC=CC(=N4)C5=CN=CC=C5. Cell line: HOP-92. Synergy scores: CSS=17.6, Synergy_ZIP=0.0248, Synergy_Bliss=-1.61, Synergy_Loewe=-2.15, Synergy_HSA=-1.98.